Dataset: Peptide-MHC class I binding affinity with 185,985 pairs from IEDB/IMGT. Task: Regression. Given a peptide amino acid sequence and an MHC pseudo amino acid sequence, predict their binding affinity value. This is MHC class I binding data. (1) The peptide sequence is RSFPEWDYI. The MHC is HLA-A02:03 with pseudo-sequence HLA-A02:03. The binding affinity (normalized) is 0.0847. (2) The peptide sequence is KKNHWFILK. The MHC is HLA-A29:02 with pseudo-sequence HLA-A29:02. The binding affinity (normalized) is 0.0847. (3) The peptide sequence is QFLKFSLPFPFLYKFLL. The MHC is HLA-A02:06 with pseudo-sequence HLA-A02:06. The binding affinity (normalized) is 0.177. (4) The peptide sequence is IYHKCDNAC. The MHC is HLA-A24:02 with pseudo-sequence HLA-A24:02. The binding affinity (normalized) is 0. (5) The peptide sequence is MCISLSTAI. The MHC is HLA-B53:01 with pseudo-sequence HLA-B53:01. The binding affinity (normalized) is 0.337. (6) The peptide sequence is HTSEHGGKA. The MHC is HLA-A01:01 with pseudo-sequence HLA-A01:01. The binding affinity (normalized) is 0.0137. (7) The peptide sequence is AGVASADPV. The MHC is HLA-A02:06 with pseudo-sequence HLA-A02:06. The binding affinity (normalized) is 0.569. (8) The peptide sequence is WCSQTDYQY. The MHC is HLA-A30:02 with pseudo-sequence HLA-A30:02. The binding affinity (normalized) is 0.461. (9) The peptide sequence is RGPGRAFVTI. The MHC is H-2-Kb with pseudo-sequence H-2-Kb. The binding affinity (normalized) is 0.118.